From a dataset of Peptide-MHC class I binding affinity with 185,985 pairs from IEDB/IMGT. Regression. Given a peptide amino acid sequence and an MHC pseudo amino acid sequence, predict their binding affinity value. This is MHC class I binding data. (1) The peptide sequence is YQRPFGGQS. The MHC is HLA-B07:02 with pseudo-sequence HLA-B07:02. The binding affinity (normalized) is 0.0847. (2) The peptide sequence is APLLSAGIF. The MHC is HLA-B51:01 with pseudo-sequence HLA-B51:01. The binding affinity (normalized) is 0.306. (3) The peptide sequence is GLVMGHQRM. The MHC is Patr-A0301 with pseudo-sequence Patr-A0301. The binding affinity (normalized) is 0. (4) The peptide sequence is RTWFYRTEF. The MHC is HLA-A25:01 with pseudo-sequence HLA-A25:01. The binding affinity (normalized) is 0.0847. (5) The peptide sequence is RRLLGTFTW. The MHC is Mamu-B17 with pseudo-sequence Mamu-B17. The binding affinity (normalized) is 0.800. (6) The peptide sequence is NLFSKNILKY. The MHC is HLA-A03:01 with pseudo-sequence HLA-A03:01. The binding affinity (normalized) is 0.401.